Task: Predict which catalyst facilitates the given reaction.. Dataset: Catalyst prediction with 721,799 reactions and 888 catalyst types from USPTO (1) Reactant: [S:1]1[CH:5]=[CH:4][CH:3]=[C:2]1[S:6]([NH:9][C:10]1[CH:11]=[CH:12][CH:13]=[C:14]2[C:18]=1[NH:17][C:16]([C:19]([OH:21])=O)=[CH:15]2)(=[O:8])=[O:7].[N:22]1(O)C2C=CC=CC=2N=N1.Cl.CN(C)CCCN=C=NCC.N.C(O)(=O)CC(CC(O)=O)(C(O)=O)O. Product: [S:1]1[CH:5]=[CH:4][CH:3]=[C:2]1[S:6]([NH:9][C:10]1[CH:11]=[CH:12][CH:13]=[C:14]2[C:18]=1[NH:17][C:16]([C:19]([NH2:22])=[O:21])=[CH:15]2)(=[O:7])=[O:8]. The catalyst class is: 145. (2) Reactant: [CH2:1]([O:8][C:9]([NH:11][C:12]1[CH:17]=[CH:16][C:15]([N:18]2[CH:22]=[C:21]([C:23]([O:25]CC)=[O:24])[CH:20]=[N:19]2)=[C:14]([F:28])[CH:13]=1)=[O:10])[C:2]1[CH:7]=[CH:6][CH:5]=[CH:4][CH:3]=1.O1CCCC1.[OH-].[Na+]. Product: [CH2:1]([O:8][C:9]([NH:11][C:12]1[CH:17]=[CH:16][C:15]([N:18]2[CH:22]=[C:21]([C:23]([OH:25])=[O:24])[CH:20]=[N:19]2)=[C:14]([F:28])[CH:13]=1)=[O:10])[C:2]1[CH:7]=[CH:6][CH:5]=[CH:4][CH:3]=1. The catalyst class is: 40. (3) Reactant: Cl[C:2]1[N:7]=[C:6]([C:8]#[N:9])[C:5]([O:10][C:11]2[CH:16]=[CH:15][C:14]([O:17][CH3:18])=[CH:13][CH:12]=2)=[N:4][CH:3]=1.[F-:19].[K+].C(OCC)(=O)C.O. Product: [F:19][C:2]1[N:7]=[C:6]([C:8]#[N:9])[C:5]([O:10][C:11]2[CH:16]=[CH:15][C:14]([O:17][CH3:18])=[CH:13][CH:12]=2)=[N:4][CH:3]=1. The catalyst class is: 16. (4) Reactant: C([O:5][C:6]([C:8]1[NH:37][C:11]2[N:12]=[CH:13][N:14]=[C:15]([C:16]3[CH:21]=[CH:20][C:19]([CH2:22][NH:23][C:24](=[O:35])[C:25]4[CH:30]=[CH:29][C:28]([C:31]([CH3:34])([CH3:33])[CH3:32])=[CH:27][CH:26]=4)=[C:18]([F:36])[CH:17]=3)[C:10]=2[CH:9]=1)=[O:7])(C)(C)C.FC(F)(F)C(O)=O. Product: [C:31]([C:28]1[CH:27]=[CH:26][C:25]([C:24]([NH:23][CH2:22][C:19]2[CH:20]=[CH:21][C:16]([C:15]3[C:10]4[CH:9]=[C:8]([C:6]([OH:7])=[O:5])[NH:37][C:11]=4[N:12]=[CH:13][N:14]=3)=[CH:17][C:18]=2[F:36])=[O:35])=[CH:30][CH:29]=1)([CH3:34])([CH3:32])[CH3:33]. The catalyst class is: 4. (5) Reactant: Br[CH2:2][CH:3]([C:5]1[CH:10]=[CH:9][C:8]([Cl:11])=[C:7]([Cl:12])[CH:6]=1)[OH:4].[CH:13]([NH2:16])([CH3:15])[CH3:14]. The catalyst class is: 25. Product: [CH:13]([NH:16][CH2:2][CH:3]([C:5]1[CH:10]=[CH:9][C:8]([Cl:11])=[C:7]([Cl:12])[CH:6]=1)[OH:4])([CH3:15])[CH3:14]. (6) Reactant: C[Mg]Br.[C:4]([C:7]1[CH:12]=[CH:11][C:10]([S:13]([NH:16][C:17]2[N:21]([C:22]3[CH:31]=[CH:30][CH:29]=[C:28]4[C:23]=3[CH:24]=[CH:25][CH:26]=[N:27]4)[N:20]=[C:19]([CH3:32])[CH:18]=2)(=[O:15])=[O:14])=[CH:9][CH:8]=1)(=[O:6])[CH3:5].Cl[CH2:34]Cl.CO. Product: [OH:6][C:4]([C:7]1[CH:8]=[CH:9][C:10]([S:13]([NH:16][C:17]2[N:21]([C:22]3[CH:31]=[CH:30][CH:29]=[C:28]4[C:23]=3[CH:24]=[CH:25][CH:26]=[N:27]4)[N:20]=[C:19]([CH3:32])[CH:18]=2)(=[O:15])=[O:14])=[CH:11][CH:12]=1)([CH3:34])[CH3:5]. The catalyst class is: 1. (7) Reactant: C[O:2][C:3](=[O:35])[CH2:4][C:5]1[S:6][C:7]([C:10]2[CH:15]=[CH:14][CH:13]=[CH:12][C:11]=2[NH:16][C:17]([C:19]2[CH:20]=[C:21]([C:25]3[CH:30]=[C:29]([O:31][CH3:32])[CH:28]=[C:27]([O:33][CH3:34])[CH:26]=3)[CH:22]=[CH:23][CH:24]=2)=[O:18])=[CH:8][CH:9]=1. Product: [CH3:34][O:33][C:27]1[CH:26]=[C:25]([C:21]2[CH:22]=[CH:23][CH:24]=[C:19]([C:17]([NH:16][C:11]3[CH:12]=[CH:13][CH:14]=[CH:15][C:10]=3[C:7]3[S:6][C:5]([CH2:4][C:3]([OH:35])=[O:2])=[CH:9][CH:8]=3)=[O:18])[CH:20]=2)[CH:30]=[C:29]([O:31][CH3:32])[CH:28]=1. The catalyst class is: 23. (8) Reactant: [C:1]([O:5][C:6]([NH:8][C@@H:9]([C:11]([OH:13])=O)[CH3:10])=[O:7])([CH3:4])([CH3:3])[CH3:2].C(Cl)CCl.C1C=CC2N(O)N=NC=2C=1.CCN(C(C)C)C(C)C.Cl.[F:38][C:39]([F:43])([F:42])[CH2:40][NH2:41]. Product: [C:1]([O:5][C:6]([NH:8][C@@H:9]([C:11]([NH:41][CH2:40][C:39]([F:43])([F:42])[F:38])=[O:13])[CH3:10])=[O:7])([CH3:2])([CH3:3])[CH3:4]. The catalyst class is: 4.